This data is from Reaction yield outcomes from USPTO patents with 853,638 reactions. The task is: Predict the reaction yield, written as a fraction of the theoretical maximum amount of product (1.0 means a 100% yield; for example, 0.34 means a 34% yield). (1) The reactants are C([S:4][CH2:5][CH2:6][CH:7]([S:12]([OH:15])(=[O:14])=[O:13])[C:8]([O:10]C)=[O:9])(=O)C.[OH-].[Na+].[N+:18]([C:21]1[CH:22]=[CH:23][C:24]([S:27][S:27][C:24]2[CH:23]=[CH:22][C:21]([N+:18]([O-:20])=[O:19])=[CH:26][N:25]=2)=[N:25][CH:26]=1)([O-:20])=[O:19]. The catalyst is O.CC(N(C)C)=O. The product is [N+:18]([C:21]1[CH:22]=[CH:23][C:24]([S:27][S:4][CH2:5][CH2:6][CH:7]([S:12]([OH:15])(=[O:13])=[O:14])[C:8]([OH:10])=[O:9])=[N:25][CH:26]=1)([O-:20])=[O:19]. The yield is 0.750. (2) The reactants are [OH:1][C:2]1[CH:3]=[C:4]([CH:7]=[CH:8][CH:9]=1)[CH:5]=[O:6].[C:10](OC(=N)C(Cl)(Cl)Cl)([CH3:13])([CH3:12])[CH3:11].B(F)(F)F.CCOCC.C(=O)(O)[O-].[Na+]. The catalyst is C(Cl)Cl.C1CCCCC1.CCCCCC.C(OCC)(=O)C. The product is [C:10]([O:1][C:2]1[CH:3]=[C:4]([CH:7]=[CH:8][CH:9]=1)[CH:5]=[O:6])([CH3:13])([CH3:12])[CH3:11]. The yield is 0.320. (3) The yield is 0.740. The product is [Cl:8][C:6]1[CH:7]=[C:2]([NH:18][C:16]2[CH:15]=[CH:14][N:13]=[C:12]([CH3:11])[N:17]=2)[C:3]([O:9][CH3:10])=[N:4][CH:5]=1. The reactants are Br[C:2]1[C:3]([O:9][CH3:10])=[N:4][CH:5]=[C:6]([Cl:8])[CH:7]=1.[CH3:11][C:12]1[N:17]=[C:16]([NH2:18])[CH:15]=[CH:14][N:13]=1.CC1(C)C2C(=C(P(C3C=CC=CC=3)C3C=CC=CC=3)C=CC=2)OC2C(P(C3C=CC=CC=3)C3C=CC=CC=3)=CC=CC1=2.C(=O)([O-])[O-].[Cs+].[Cs+]. The catalyst is C1C=CC(/C=C/C(/C=C/C2C=CC=CC=2)=O)=CC=1.C1C=CC(/C=C/C(/C=C/C2C=CC=CC=2)=O)=CC=1.C1C=CC(/C=C/C(/C=C/C2C=CC=CC=2)=O)=CC=1.[Pd].[Pd].O1CCOCC1. (4) The yield is 0.860. The catalyst is CS(C)=O. The reactants are Cl[C:2]1[N:7]=[C:6]([C:8]([OH:10])=[O:9])[CH:5]=[CH:4][C:3]=1[C:11]([F:14])([F:13])[F:12].[OH-].[K+].[O:17]1[CH2:22][CH2:21][CH:20]([CH2:23][OH:24])[CH2:19][CH2:18]1. The product is [O:17]1[CH2:22][CH2:21][CH:20]([CH2:23][O:24][C:2]2[N:7]=[C:6]([C:8]([OH:10])=[O:9])[CH:5]=[CH:4][C:3]=2[C:11]([F:14])([F:13])[F:12])[CH2:19][CH2:18]1. (5) The reactants are [F:1][C:2]1([F:44])[O:6][C:5]2[CH:7]=[CH:8][C:9]([NH:11][C:12]3[C:17]([C:18]4[N:23]=[C:22]([CH3:24])[N:21]=[C:20]([N:25](CC5C=CC(OC)=CC=5)CC5C=CC(OC)=CC=5)[N:19]=4)=[CH:16][CH:15]=[CH:14][N:13]=3)=[CH:10][C:4]=2[O:3]1. The catalyst is C(O)(C(F)(F)F)=O. The product is [F:44][C:2]1([F:1])[O:6][C:5]2[CH:7]=[CH:8][C:9]([NH:11][C:12]3[C:17]([C:18]4[N:23]=[C:22]([CH3:24])[N:21]=[C:20]([NH2:25])[N:19]=4)=[CH:16][CH:15]=[CH:14][N:13]=3)=[CH:10][C:4]=2[O:3]1. The yield is 0.0383. (6) The reactants are [NH2:1][C:2]1[C:3]2[C:13]([O:14][CH2:15][CH:16]3[CH2:20][CH2:19][CH2:18][CH2:17]3)=[CH:12][C:11]([CH2:21][CH2:22][NH2:23])=[CH:10][C:4]=2[S:5][C:6]=1[C:7]([NH2:9])=[O:8].C(N(CC)CC)C.[Si]([N:35]=[C:36]=[O:37])(C)(C)C. The product is [NH2:1][C:2]1[C:3]2[C:13]([O:14][CH2:15][CH:16]3[CH2:17][CH2:18][CH2:19][CH2:20]3)=[CH:12][C:11]([CH2:21][CH2:22][NH:23][C:36]([NH2:35])=[O:37])=[CH:10][C:4]=2[S:5][C:6]=1[C:7]([NH2:9])=[O:8]. The catalyst is CN(C=O)C. The yield is 0.150. (7) The reactants are [CH2:1]([O:3][C:4](=[O:22])[CH2:5][NH:6][CH2:7][CH2:8][NH:9][S:10]([C:13]1[S:14][C:15]2[CH:21]=[CH:20][CH:19]=[CH:18][C:16]=2[N:17]=1)(=[O:12])=[O:11])[CH3:2].[CH:23]([O:36][C:37]([NH:39][C:40]1[NH:41][C:42](=[O:53])[C:43]2[N:44]=[CH:45][N:46]([CH2:49][C:50](O)=[O:51])[C:47]=2[N:48]=1)=[O:38])([C:30]1[CH:35]=[CH:34][CH:33]=[CH:32][CH:31]=1)[C:24]1[CH:29]=[CH:28][CH:27]=[CH:26][CH:25]=1. No catalyst specified. The product is [CH2:1]([O:3][C:4](=[O:22])[CH2:5][N:6]([CH2:7][CH2:8][NH:9][S:10]([C:13]1[S:14][C:15]2[CH:21]=[CH:20][CH:19]=[CH:18][C:16]=2[N:17]=1)(=[O:12])=[O:11])[C:50](=[O:51])[CH2:49][N:46]1[CH:45]=[N:44][C:43]2[C:42](=[O:53])[NH:41][C:40]([NH:39][C:37]([O:36][CH:23]([C:30]3[CH:35]=[CH:34][CH:33]=[CH:32][CH:31]=3)[C:24]3[CH:29]=[CH:28][CH:27]=[CH:26][CH:25]=3)=[O:38])=[N:48][C:47]1=2)[CH3:2]. The yield is 0.700.